This data is from Forward reaction prediction with 1.9M reactions from USPTO patents (1976-2016). The task is: Predict the product of the given reaction. (1) Given the reactants [C:1]([O:5][C:6]([N:8]1[CH2:13][CH2:12][C:11]([OH:22])([C:14]2[CH:19]=[C:18]([F:20])[CH:17]=[CH:16][C:15]=2[SH:21])[CH2:10][CH2:9]1)=[O:7])([CH3:4])([CH3:3])[CH3:2].[Cl:23][C:24]1[CH:29]=[CH:28][CH:27]=[C:26](I)[CH:25]=1, predict the reaction product. The product is: [C:1]([O:5][C:6]([N:8]1[CH2:9][CH2:10][C:11]([C:14]2[CH:19]=[C:18]([F:20])[CH:17]=[CH:16][C:15]=2[S:21][C:26]2[CH:27]=[CH:28][CH:29]=[C:24]([Cl:23])[CH:25]=2)([OH:22])[CH2:12][CH2:13]1)=[O:7])([CH3:4])([CH3:2])[CH3:3]. (2) Given the reactants [C:1]([O:5][C:6]([N:8]1[C:16]2[C:11](=[CH:12][C:13]([N+:17]([O-:19])=[O:18])=[CH:14][CH:15]=2)[C:10](Br)=[N:9]1)=[O:7])([CH3:4])([CH3:3])[CH3:2].C(N(CC)CC)C.[CH3:28][Si:29]([C:32]#[CH:33])([CH3:31])[CH3:30], predict the reaction product. The product is: [C:1]([O:5][C:6]([N:8]1[C:16]2[C:11](=[CH:12][C:13]([N+:17]([O-:19])=[O:18])=[CH:14][CH:15]=2)[C:10]([C:33]#[C:32][Si:29]([CH3:31])([CH3:30])[CH3:28])=[N:9]1)=[O:7])([CH3:4])([CH3:3])[CH3:2].